From a dataset of Catalyst prediction with 721,799 reactions and 888 catalyst types from USPTO. Predict which catalyst facilitates the given reaction. Reactant: [NH2:1][C:2]1[N:10]=[C:9]2[C:5]([N:6]([CH2:18][O:19][CH2:20][CH2:21][Si:22]([CH3:25])([CH3:24])[CH3:23])[C:7](=[O:17])[N:8]2[CH:11]2[CH2:16][CH2:15][O:14][CH2:13][CH2:12]2)=[CH:4][N:3]=1.[Cl:26][C:27]1[N:32]=[N:31][C:30]([O:33][CH3:34])=[C:29](I)[CH:28]=1.C(=O)([O-])[O-].[Cs+].[Cs+].CC1(C)C2C=CC=C(P(C3C=CC=CC=3)C3C=CC=CC=3)C=2OC2C1=CC=CC=2P(C1C=CC=CC=1)C1C=CC=CC=1. Product: [Cl:26][C:27]1[N:32]=[N:31][C:30]([O:33][CH3:34])=[C:29]([NH:1][C:2]2[N:10]=[C:9]3[C:5]([N:6]([CH2:18][O:19][CH2:20][CH2:21][Si:22]([CH3:25])([CH3:24])[CH3:23])[C:7](=[O:17])[N:8]3[CH:11]3[CH2:12][CH2:13][O:14][CH2:15][CH2:16]3)=[CH:4][N:3]=2)[CH:28]=1. The catalyst class is: 102.